This data is from Forward reaction prediction with 1.9M reactions from USPTO patents (1976-2016). The task is: Predict the product of the given reaction. (1) Given the reactants C[O:2][C:3]1[CH:20]=[CH:19][C:18]2[C:17]3[C:12](=[CH:13][CH:14]=[CH:15][CH:16]=3)[C:11]3[C:6](=[CH:7][C:8]([O:21]C)=[CH:9][CH:10]=3)[C:5]=2[CH:4]=1.Cl.N1C=CC=CC=1, predict the reaction product. The product is: [CH:4]1[C:5]2[C:6]3[C:11](=[CH:10][CH:9]=[C:8]([OH:21])[CH:7]=3)[C:12]3[C:17](=[CH:16][CH:15]=[CH:14][CH:13]=3)[C:18]=2[CH:19]=[CH:20][C:3]=1[OH:2]. (2) Given the reactants ClC1N=C(C2SC(C(C)C)=NC=2C2C=C(NS(C3C(F)=CC=CC=3F)(=O)=O)C=CC=2)C=CN=1.[NH2:34][C:35]1[C:36]([F:57])=[C:37]([C:41]2[N:42]=[C:43]([C:53]([CH3:56])([CH3:55])[CH3:54])[S:44][C:45]=2[C:46]2[CH:51]=[CH:50][N:49]=[C:48]([NH2:52])[N:47]=2)[CH:38]=[CH:39][CH:40]=1.[F:58][C:59]1[CH:60]=[C:61]([S:65](Cl)(=[O:67])=[O:66])[CH:62]=[CH:63][CH:64]=1, predict the reaction product. The product is: [NH2:52][C:48]1[N:47]=[C:46]([C:45]2[S:44][C:43]([C:53]([CH3:54])([CH3:56])[CH3:55])=[N:42][C:41]=2[C:37]2[C:36]([F:57])=[C:35]([NH:34][S:65]([C:61]3[CH:62]=[CH:63][CH:64]=[C:59]([F:58])[CH:60]=3)(=[O:67])=[O:66])[CH:40]=[CH:39][CH:38]=2)[CH:51]=[CH:50][N:49]=1. (3) Given the reactants Cl.[Cl:2][C:3]1[CH:4]=[C:5]([N:9]2[C:13]([CH2:14][NH2:15])=[CH:12][C:11]([C:16]([F:19])([F:18])[F:17])=[N:10]2)[CH:6]=[CH:7][CH:8]=1.C(N(CC)CC)C.[CH3:27][O:28][CH2:29][CH2:30][NH:31][C:32]1[N:37]=[CH:36][C:35]([NH:38][C:39](=O)[O:40]C2C=CC=CC=2)=[CH:34][CH:33]=1, predict the reaction product. The product is: [Cl:2][C:3]1[CH:4]=[C:5]([N:9]2[C:13]([CH2:14][NH:15][C:39]([NH:38][C:35]3[CH:36]=[N:37][C:32]([NH:31][CH2:30][CH2:29][O:28][CH3:27])=[CH:33][CH:34]=3)=[O:40])=[CH:12][C:11]([C:16]([F:17])([F:18])[F:19])=[N:10]2)[CH:6]=[CH:7][CH:8]=1. (4) Given the reactants [BH4-].[Na+].[CH2:3]([N:10]1[CH2:15][CH:14]([CH2:16][CH3:17])[C:13](=[O:18])[C:12]([CH2:20][CH3:21])([CH3:19])[CH2:11]1)[C:4]1[CH:9]=[CH:8][CH:7]=[CH:6][CH:5]=1, predict the reaction product. The product is: [CH2:3]([N:10]1[CH2:15][CH:14]([CH2:16][CH3:17])[CH:13]([OH:18])[C:12]([CH2:20][CH3:21])([CH3:19])[CH2:11]1)[C:4]1[CH:5]=[CH:6][CH:7]=[CH:8][CH:9]=1. (5) Given the reactants [F:1][C:2]1[CH:7]=[CH:6][C:5]([C:8]2[C:18]([C:19]([NH:21][CH3:22])=[O:20])=[C:11]3[CH:12]=[C:13]([O:16]C)[CH:14]=[CH:15][N:10]3[N:9]=2)=[CH:4][CH:3]=1.[B-](Br)(Br)(Br)[S+](C)C, predict the reaction product. The product is: [F:1][C:2]1[CH:3]=[CH:4][C:5]([C:8]2[C:18]([C:19]([NH:21][CH3:22])=[O:20])=[C:11]3[CH:12]=[C:13]([OH:16])[CH:14]=[CH:15][N:10]3[N:9]=2)=[CH:6][CH:7]=1.